This data is from Peptide-MHC class I binding affinity with 185,985 pairs from IEDB/IMGT. The task is: Regression. Given a peptide amino acid sequence and an MHC pseudo amino acid sequence, predict their binding affinity value. This is MHC class I binding data. (1) The peptide sequence is VPFCSHHFHQ. The MHC is HLA-B07:02 with pseudo-sequence HLA-B07:02. The binding affinity (normalized) is 0.0802. (2) The binding affinity (normalized) is 0.518. The peptide sequence is VSDRPVMRY. The MHC is HLA-A01:01 with pseudo-sequence HLA-A01:01. (3) The peptide sequence is YRHKVVKVM. The MHC is HLA-C07:01 with pseudo-sequence HLA-C07:01. The binding affinity (normalized) is 0.733. (4) The peptide sequence is YKSRCYVGL. The MHC is HLA-B39:01 with pseudo-sequence HLA-B39:01. The binding affinity (normalized) is 0.475.